Predict the reaction yield, written as a fraction of the theoretical maximum amount of product (1.0 means a 100% yield; for example, 0.34 means a 34% yield). From a dataset of Reaction yield outcomes from USPTO patents with 853,638 reactions. (1) The reactants are [Cl:1][C:2]1[CH:7]=[CH:6][CH:5]=[C:4]([Cl:8])[C:3]=1[C:9]1[O:10][C:11]2[C:12](=[C:14]([C:18](O)=[O:19])[CH:15]=[CH:16][CH:17]=2)[N:13]=1.Cl.Cl.[NH2:23][CH:24]1[CH2:31][CH:30]2[N:32]([CH3:33])[CH:26]([CH2:27][CH2:28][CH2:29]2)[CH2:25]1.Cl.C(N=C=NCCCN(C)C)C.ON1C2C=CC=CC=2N=N1.C(N(CC)CC)C. The catalyst is CN(C=O)C.ClCCl. The product is [CH3:33][N:32]1[CH:26]2[CH2:27][CH2:28][CH2:29][CH:30]1[CH2:31][CH:24]([NH:23][C:18]([C:14]1[CH:15]=[CH:16][CH:17]=[C:11]3[O:10][C:9]([C:3]4[C:4]([Cl:8])=[CH:5][CH:6]=[CH:7][C:2]=4[Cl:1])=[N:13][C:12]=13)=[O:19])[CH2:25]2. The yield is 0.380. (2) The yield is 0.840. The product is [CH3:16][N:17]1[CH2:22][CH2:21][N:20]([C:2]2[CH:3]=[CH:4][C:5]([N+:13]([O-:15])=[O:14])=[C:6]([NH:8][S:9]([CH3:12])(=[O:11])=[O:10])[CH:7]=2)[CH2:19][CH2:18]1. The reactants are F[C:2]1[CH:3]=[CH:4][C:5]([N+:13]([O-:15])=[O:14])=[C:6]([NH:8][S:9]([CH3:12])(=[O:11])=[O:10])[CH:7]=1.[CH3:16][N:17]1[CH2:22][CH2:21][NH:20][CH2:19][CH2:18]1.CCO. The catalyst is CN(C=O)C.[Cl-].[Na+].O. (3) The product is [N+:12]([C:8]1[CH:9]=[CH:10][CH:11]=[C:4]([O:15][CH2:16][CH:17]2[CH2:21][CH2:20][O:19][CH2:18]2)[C:5]=1[C:6]#[N:7])([O-:14])=[O:13]. The yield is 0.480. No catalyst specified. The reactants are [N+]([C:4]1[CH:11]=[CH:10][CH:9]=[C:8]([N+:12]([O-:14])=[O:13])[C:5]=1[C:6]#[N:7])([O-])=O.[OH:15][CH2:16][CH:17]1[CH2:21][CH2:20][O:19][CH2:18]1.